Dataset: Full USPTO retrosynthesis dataset with 1.9M reactions from patents (1976-2016). Task: Predict the reactants needed to synthesize the given product. (1) Given the product [F:8][C:6]1[CH:5]=[C:4]([CH2:9][C:10]([NH:12][C@H:13]([C:15]([N:19]2[CH:20]([C:28]([O:30][CH3:31])=[O:29])[CH2:21][C:22]3[C:27](=[CH:26][CH:25]=[CH:24][CH:23]=3)[CH2:18]2)=[O:17])[CH3:14])=[O:11])[CH:3]=[C:2]([F:1])[CH:7]=1, predict the reactants needed to synthesize it. The reactants are: [F:1][C:2]1[CH:3]=[C:4]([CH2:9][C:10]([NH:12][C@H:13]([C:15]([OH:17])=O)[CH3:14])=[O:11])[CH:5]=[C:6]([F:8])[CH:7]=1.[CH2:18]1[C:27]2[C:22](=[CH:23][CH:24]=[CH:25][CH:26]=2)[CH2:21][CH:20]([C:28]([O:30][CH3:31])=[O:29])[NH:19]1. (2) Given the product [F:1][C:2]1[CH:3]=[C:4]([CH:5]=[C:6]([F:16])[C:7]=1[O:8][C:9]1[CH:10]=[N:11][C:12]([F:15])=[CH:13][CH:14]=1)[CH2:17][O:18][C:20]1[CH:21]=[C:22]2[N:29]([CH3:30])[C:28]([CH3:32])([CH3:31])[CH2:27][N:23]2[C:24](=[O:26])[N:25]=1, predict the reactants needed to synthesize it. The reactants are: [F:1][C:2]1[CH:3]=[C:4]([CH2:17][OH:18])[CH:5]=[C:6]([F:16])[C:7]=1[O:8][C:9]1[CH:10]=[N:11][C:12]([F:15])=[CH:13][CH:14]=1.Cl[C:20]1[CH:21]=[C:22]2[N:29]([CH3:30])[C:28]([CH3:32])([CH3:31])[CH2:27][N:23]2[C:24](=[O:26])[N:25]=1. (3) Given the product [N:38]1[CH:43]=[CH:42][CH:41]=[C:40]([S:44]([O:30][C:27]2[CH:26]=[CH:25][C:24]([N:10]3[C:11]([CH3:23])=[C:12]([C:14]([NH:16][N:17]4[CH2:22][CH2:21][CH2:20][CH2:19][CH2:18]4)=[O:15])[N:13]=[C:9]3[C:3]3[CH:4]=[CH:5][C:6]([Cl:8])=[CH:7][C:2]=3[Cl:1])=[CH:29][CH:28]=2)(=[O:46])=[O:45])[CH:39]=1, predict the reactants needed to synthesize it. The reactants are: [Cl:1][C:2]1[CH:7]=[C:6]([Cl:8])[CH:5]=[CH:4][C:3]=1[C:9]1[N:10]([C:24]2[CH:29]=[CH:28][C:27]([OH:30])=[CH:26][CH:25]=2)[C:11]([CH3:23])=[C:12]([C:14]([NH:16][N:17]2[CH2:22][CH2:21][CH2:20][CH2:19][CH2:18]2)=[O:15])[N:13]=1.C(N(CC)CC)C.[N:38]1[CH:43]=[CH:42][CH:41]=[C:40]([S:44](Cl)(=[O:46])=[O:45])[CH:39]=1.O. (4) Given the product [F:1][C:2]([F:21])([F:22])[C:3]1[CH:20]=[CH:19][C:6]([CH2:7][NH:8][C:9]([C:10]2[C:11]3[NH:17][C:25](=[O:26])[CH2:24][O:16][C:12]=3[CH:13]=[CH:14][CH:15]=2)=[O:18])=[CH:5][CH:4]=1, predict the reactants needed to synthesize it. The reactants are: [F:1][C:2]([F:22])([F:21])[C:3]1[CH:20]=[CH:19][C:6]([CH2:7][NH:8][C:9](=[O:18])[C:10]2[CH:15]=[CH:14][CH:13]=[C:12]([OH:16])[C:11]=2[NH2:17])=[CH:5][CH:4]=1.Cl[CH2:24][C:25](Cl)=[O:26].C([O-])([O-])=O.[K+].[K+]. (5) Given the product [Cl:12][Si:2]([Cl:11])([CH2:3][CH:4]([CH2:9][CH3:10])[CH2:5][CH2:6][CH2:7][CH3:8])[CH2:13][CH2:14][CH2:15][CH2:16][CH2:17][CH2:18][CH2:19][CH3:20], predict the reactants needed to synthesize it. The reactants are: Cl[Si:2]([Cl:12])([Cl:11])[CH2:3][CH:4]([CH2:9][CH3:10])[CH2:5][CH2:6][CH2:7][CH3:8].[CH2:13]([Mg]Br)[CH2:14][CH2:15][CH2:16][CH2:17][CH2:18][CH2:19][CH3:20].